This data is from Forward reaction prediction with 1.9M reactions from USPTO patents (1976-2016). The task is: Predict the product of the given reaction. (1) Given the reactants [CH3:1][O:2][C:3]1[CH:4]=[C:5]([OH:9])[CH:6]=[CH:7][CH:8]=1.Cl[C:11]1[CH:12]=[CH:13][C:14]([N+:26]([O-:28])=[O:27])=[C:15]([CH2:17][NH:18][C:19](=[O:25])[O:20][C:21]([CH3:24])([CH3:23])[CH3:22])[CH:16]=1.[H-].[Na+], predict the reaction product. The product is: [CH3:1][O:2][C:3]1[CH:4]=[C:5]([CH:6]=[CH:7][CH:8]=1)[O:9][C:11]1[CH:12]=[CH:13][C:14]([N+:26]([O-:28])=[O:27])=[C:15]([CH2:17][NH:18][C:19](=[O:25])[O:20][C:21]([CH3:24])([CH3:22])[CH3:23])[CH:16]=1. (2) Given the reactants [Cl:1][C:2]1[CH:21]=[CH:20][C:19]([CH2:22][C@@H:23]2[CH2:25][O:24]2)=[CH:18][C:3]=1[C:4]([NH:6][CH2:7][C:8]12[CH2:17][CH:12]3[CH2:13][CH:14]([CH2:16][CH:10]([CH2:11]3)[CH2:9]1)[CH2:15]2)=[O:5].[CH3:26][NH:27][CH3:28].CN1CCCC1=O.Cl, predict the reaction product. The product is: [ClH:1].[Cl:1][C:2]1[CH:21]=[CH:20][C:19]([CH2:22][C@@H:23]([OH:24])[CH2:25][N:27]([CH3:28])[CH3:26])=[CH:18][C:3]=1[C:4]([NH:6][CH2:7][C:8]12[CH2:15][CH:14]3[CH2:16][CH:10]([CH2:11][CH:12]([CH2:13]3)[CH2:17]1)[CH2:9]2)=[O:5]. (3) Given the reactants F[C:2]1[CH:7]=[CH:6][C:5]([C:8]2[C:9]([C:26]3[S:27][CH:28]=[CH:29][CH:30]=3)=[C:10]([C:14]([C:16]([C:18]3[CH:23]=[CH:22][C:21]([CH3:24])=[C:20]([F:25])[CH:19]=3)=[O:17])=[O:15])[CH:11]=[CH:12][CH:13]=2)=[CH:4][CH:3]=1.[CH3:31][S:32]([O-:34])=[O:33].[Na+].O, predict the reaction product. The product is: [CH3:31][S:32]([C:2]1[CH:7]=[CH:6][C:5]([C:8]2[C:9]([C:26]3[S:27][CH:28]=[CH:29][CH:30]=3)=[C:10]([C:14]([C:16]([C:18]3[CH:23]=[CH:22][C:21]([CH3:24])=[C:20]([F:25])[CH:19]=3)=[O:17])=[O:15])[CH:11]=[CH:12][CH:13]=2)=[CH:4][CH:3]=1)(=[O:34])=[O:33].